This data is from Full USPTO retrosynthesis dataset with 1.9M reactions from patents (1976-2016). The task is: Predict the reactants needed to synthesize the given product. (1) Given the product [Br:1][C:2]1[CH:6]=[C:5]([CH2:7][NH:8][S:9]([C:11]([CH3:14])([CH3:13])[CH3:12])=[O:10])[O:4][N:3]=1, predict the reactants needed to synthesize it. The reactants are: [Br:1][C:2]1[CH:6]=[C:5](/[CH:7]=[N:8]/[S:9]([C:11]([CH3:14])([CH3:13])[CH3:12])=[O:10])[O:4][N:3]=1.CC(C[AlH]CC(C)C)C. (2) Given the product [C:6]([C:8]1[CH:28]=[CH:27][C:11]([O:12][CH:13]2[CH2:18][CH2:17][CH:16]([NH:19][C:20](=[O:26])[O:21][C:22]([CH3:25])([CH3:24])[CH3:23])[CH2:15][CH2:14]2)=[CH:10][C:9]=1[O:2][CH3:1])#[N:7], predict the reactants needed to synthesize it. The reactants are: [CH3:1][O-:2].[Na+].CO.[C:6]([C:8]1[CH:28]=[CH:27][C:11]([O:12][CH:13]2[CH2:18][CH2:17][CH:16]([NH:19][C:20](=[O:26])[O:21][C:22]([CH3:25])([CH3:24])[CH3:23])[CH2:15][CH2:14]2)=[CH:10][C:9]=1F)#[N:7].[Cl-].[NH4+]. (3) Given the product [CH3:26][O:27][C:28]1[C:29](=[O:50])[C:30]([CH3:49])=[C:31]([CH2:37][C:38]2[CH:39]=[CH:40][C:41]([O:47][CH3:48])=[C:42]([CH:46]=2)[C:43]([NH:7][C:6]2[CH:8]=[CH:9][C:3]([O:2][CH3:1])=[CH:4][CH:5]=2)=[O:44])[C:32](=[O:36])[C:33]=1[O:34][CH3:35], predict the reactants needed to synthesize it. The reactants are: [CH3:1][O:2][C:3]1[CH:9]=[CH:8][C:6]([NH2:7])=[CH:5][CH:4]=1.C(N(CC)CC)C.[Cl-].ClC1N(C)CC[NH+]1C.[CH3:26][O:27][C:28]1[C:29](=[O:50])[C:30]([CH3:49])=[C:31]([CH2:37][C:38]2[CH:39]=[CH:40][C:41]([O:47][CH3:48])=[C:42]([CH:46]=2)[C:43](O)=[O:44])[C:32](=[O:36])[C:33]=1[O:34][CH3:35]. (4) Given the product [Cl:1][C:2]1[CH:3]=[C:4]2[C:8](=[CH:9][CH:10]=1)[NH:7][CH:6]=[C:5]2[C:12]1[CH:17]=[CH:16][CH:15]=[CH:14][CH:13]=1, predict the reactants needed to synthesize it. The reactants are: [Cl:1][C:2]1[CH:3]=[C:4]2[C:8](=[CH:9][CH:10]=1)[NH:7][CH:6]=[CH:5]2.Br[C:12]1[CH:17]=[CH:16][CH:15]=[CH:14][CH:13]=1.[Li+].[OH-]. (5) Given the product [NH:29]1[CH:28]=[CH:27][N:26]=[C:25]1[CH2:24][N:16]([CH2:15][C:12]1[CH:13]=[CH:14][C:9]([CH2:8][NH:7][CH2:30][CH2:31][CH2:32][CH2:33][N:34]([CH2:35][CH2:36][CH3:37])[CH2:38][CH2:39][CH3:40])=[CH:10][CH:11]=1)[CH2:17][C:18]1[N:19]([CH3:23])[CH:20]=[CH:21][N:22]=1, predict the reactants needed to synthesize it. The reactants are: C(OC(=O)[N:7]([CH2:30][CH2:31][CH2:32][CH2:33][N:34]([CH2:38][CH2:39][CH3:40])[CH2:35][CH2:36][CH3:37])[CH2:8][C:9]1[CH:14]=[CH:13][C:12]([CH2:15][N:16]([CH2:24][C:25]2[NH:26][CH:27]=[CH:28][N:29]=2)[CH2:17][C:18]2[N:19]([CH3:23])[CH:20]=[CH:21][N:22]=2)=[CH:11][CH:10]=1)(C)(C)C.Cl.CO. (6) Given the product [CH2:1]([N:8]1[CH2:13][CH2:12][N:11]([C:14]([O:16][C:17]([CH3:20])([CH3:19])[CH3:18])=[O:15])[C@H:10]([CH2:21][N:22]([C:23]2[CH:24]=[CH:25][CH:26]=[CH:27][CH:28]=2)[C:29](=[O:37])[CH2:30][CH2:31][C:32]([OH:34])=[O:33])[CH2:9]1)[C:2]1[CH:3]=[CH:4][CH:5]=[CH:6][CH:7]=1, predict the reactants needed to synthesize it. The reactants are: [CH2:1]([N:8]1[CH2:13][CH2:12][N:11]([C:14]([O:16][C:17]([CH3:20])([CH3:19])[CH3:18])=[O:15])[C@H:10]([CH2:21][N:22]([C:29](=[O:37])[CH2:30][CH2:31][C:32]([O:34]CC)=[O:33])[C:23]2[CH:28]=[CH:27][CH:26]=[CH:25][CH:24]=2)[CH2:9]1)[C:2]1[CH:7]=[CH:6][CH:5]=[CH:4][CH:3]=1.[OH-].[Li+].Cl.[Cl-].[Na+]. (7) The reactants are: [N:1]1[C:10]2[C:5](=[CH:6][CH:7]=[CH:8][CH:9]=2)[N:4]=[CH:3][C:2]=1[C:11]1[CH:12]=[C:13]([NH2:17])[CH:14]=[CH:15][CH:16]=1.[O:18]1[CH:22]=[CH:21][CH:20]=[C:19]1[C:23](Cl)=[O:24]. Given the product [N:1]1[C:10]2[C:5](=[CH:6][CH:7]=[CH:8][CH:9]=2)[N:4]=[CH:3][C:2]=1[C:11]1[CH:12]=[C:13]([NH:17][C:23]([C:19]2[O:18][CH:22]=[CH:21][CH:20]=2)=[O:24])[CH:14]=[CH:15][CH:16]=1, predict the reactants needed to synthesize it. (8) Given the product [Cl:1][C:2]1[CH:10]=[C:9]([F:11])[CH:8]=[CH:7][C:3]=1[C:4]1[C:36]([C:37]2[NH:38][CH:39]=[CH:40][N:41]=2)=[CH:35][N:34]=[C:33]([NH:42][CH2:43][CH2:44][NH:45][C:13]2[CH:18]=[CH:17][C:16]([C:19]([F:22])([F:21])[F:20])=[CH:15][N:14]=2)[N:32]=1, predict the reactants needed to synthesize it. The reactants are: [Cl:1][C:2]1[CH:10]=[C:9]([F:11])[CH:8]=[CH:7][C:3]=1[C:4](Cl)=O.Cl[C:13]1[CH:18]=[CH:17][C:16]([C:19]([F:22])([F:21])[F:20])=[CH:15][N:14]=1.ClC1C=C(Cl)C=CC=1C1[C:36]([C:37]2[NH:38][CH:39]=[CH:40][N:41]=2)=[CH:35][N:34]=[C:33]([NH:42][CH2:43][CH2:44][NH:45]C2C=CC([N+]([O-])=O)=CN=2)[N:32]=1. (9) Given the product [CH3:16][O:15][CH2:14][CH2:13][O:12][C:4]1[C:3]([CH3:17])=[C:2]([CH:7]=[CH:6][C:5]=1[S:8]([CH3:11])(=[O:10])=[O:9])[C:18]([OH:20])=[O:19], predict the reactants needed to synthesize it. The reactants are: Cl[C:2]1[CH:7]=[CH:6][C:5]([S:8]([CH3:11])(=[O:10])=[O:9])=[C:4]([O:12][CH2:13][CH2:14][O:15][CH3:16])[C:3]=1[CH3:17].[C:18](=O)([O-:20])[O-:19].[Na+].[Na+].C(O)(C)C.[C]=O.